Dataset: Forward reaction prediction with 1.9M reactions from USPTO patents (1976-2016). Task: Predict the product of the given reaction. (1) Given the reactants C([O:3][C:4](=[O:40])[C:5]([O:8][C:9]1[CH:14]=[CH:13][C:12]([O:15][CH2:16][CH2:17][C:18]2[N:19]=[C:20]([C:24]3[CH:29]=[CH:28][C:27]([C:30]4[CH:35]=[CH:34][CH:33]=[CH:32][CH:31]=4)=[CH:26][CH:25]=3)[O:21][C:22]=2[CH3:23])=[C:11]([CH2:36][CH2:37][CH2:38][CH3:39])[CH:10]=1)([CH3:7])[CH3:6])C.[OH-].[Na+], predict the reaction product. The product is: [C:27]1([C:30]2[CH:31]=[CH:32][CH:33]=[CH:34][CH:35]=2)[CH:26]=[CH:25][C:24]([C:20]2[O:21][C:22]([CH3:23])=[C:18]([CH2:17][CH2:16][O:15][C:12]3[CH:13]=[CH:14][C:9]([O:8][C:5]([CH3:6])([CH3:7])[C:4]([OH:40])=[O:3])=[CH:10][C:11]=3[CH2:36][CH2:37][CH2:38][CH3:39])[N:19]=2)=[CH:29][CH:28]=1. (2) Given the reactants [CH2:1]([N:3]1[C:7]2=[N:8][C:9]([CH2:60][CH3:61])=[C:10]([CH2:19][NH:20][C:21]([C:23]3[CH:24]=[C:25]([C:29]([NH:31][CH2:32][C:33]4[CH:34]=[C:35]([C:39]5[CH:44]=[CH:43][CH:42]=[C:41]([CH2:45][N:46]6[CH2:51][CH2:50][N:49](C(OC(C)(C)C)=O)[C@@H:48]([CH3:59])[CH2:47]6)[CH:40]=5)[CH:36]=[CH:37][CH:38]=4)=[O:30])[CH:26]=[CH:27][CH:28]=3)=[O:22])[C:11]([NH:12][CH:13]3[CH2:18][CH2:17][O:16][CH2:15][CH2:14]3)=[C:6]2[CH:5]=[N:4]1)[CH3:2].C(O)(C(F)(F)F)=O, predict the reaction product. The product is: [CH2:1]([N:3]1[C:7]2=[N:8][C:9]([CH2:60][CH3:61])=[C:10]([CH2:19][NH:20][C:21]([C:23]3[CH:28]=[CH:27][CH:26]=[C:25]([C:29]([NH:31][CH2:32][C:33]4[CH:34]=[C:35]([C:39]5[CH:44]=[CH:43][CH:42]=[C:41]([CH2:45][N:46]6[CH2:51][CH2:50][NH:49][C@@H:48]([CH3:59])[CH2:47]6)[CH:40]=5)[CH:36]=[CH:37][CH:38]=4)=[O:30])[CH:24]=3)=[O:22])[C:11]([NH:12][CH:13]3[CH2:14][CH2:15][O:16][CH2:17][CH2:18]3)=[C:6]2[CH:5]=[N:4]1)[CH3:2]. (3) Given the reactants [CH3:1][C:2]1([CH3:10])[CH2:9][C:7](=O)[CH2:6][C:4](=[O:5])[CH2:3]1, predict the reaction product. The product is: [CH3:1][C:2]1([CH3:10])[CH2:9][CH2:7][CH2:6][C:4](=[O:5])[CH2:3]1. (4) Given the reactants [C:1]1(=O)[CH2:6][CH2:5][CH2:4][CH2:3][CH2:2]1.[CH2:8]([N:15]1[CH2:20][CH2:19][NH:18][CH2:17][CH2:16]1)[C:9]1[CH:14]=[CH:13][CH:12]=[CH:11][CH:10]=1.[C-:21]#[N:22].[K+], predict the reaction product. The product is: [C:21]([C:1]1([N:18]2[CH2:19][CH2:20][N:15]([CH2:8][C:9]3[CH:10]=[CH:11][CH:12]=[CH:13][CH:14]=3)[CH2:16][CH2:17]2)[CH2:6][CH2:5][CH2:4][CH2:3][CH2:2]1)#[N:22]. (5) Given the reactants [Br:1][CH2:2][C:3](Br)=[O:4].[C:6]([N:13]1[CH2:18][CH2:17][NH:16][CH2:15][CH2:14]1)([O:8][C:9]([CH3:12])([CH3:11])[CH3:10])=[O:7].C(N(CC)CC)C, predict the reaction product. The product is: [C:9]([O:8][C:6]([N:13]1[CH2:18][CH2:17][N:16]([C:3](=[O:4])[CH2:2][Br:1])[CH2:15][CH2:14]1)=[O:7])([CH3:12])([CH3:10])[CH3:11].